This data is from Catalyst prediction with 721,799 reactions and 888 catalyst types from USPTO. The task is: Predict which catalyst facilitates the given reaction. (1) Reactant: [CH3:1][C:2]([OH:6])([C:4]#[CH:5])[CH3:3].C([Li])CCC.[C:12]1(=[O:18])[CH2:17][CH2:16][CH2:15][CH2:14][CH2:13]1. Product: [OH:6][C:2]([CH3:3])([CH3:1])[C:4]#[C:5][C:12]1([OH:18])[CH2:17][CH2:16][CH2:15][CH2:14][CH2:13]1. The catalyst class is: 7. (2) Reactant: [CH3:1][O:2][C:3]1[N:8]=[C:7]2[N:9]=[CH:10][NH:11][C:6]2=[CH:5][C:4]=1[O:12][CH3:13].Cl[C:15]1([C:21]([O:23][CH3:24])=[O:22])[C:19](=[O:20])[CH:18]=[CH:17][S:16]1. Product: [CH3:1][O:2][C:3]1[N:8]=[C:7]2[N:9]([C:17]3[S:16][C:15]([C:21]([O:23][CH3:24])=[O:22])=[C:19]([OH:20])[CH:18]=3)[CH:10]=[N:11][C:6]2=[CH:5][C:4]=1[O:12][CH3:13]. The catalyst class is: 22. (3) Reactant: Br[C:2]1[CH:3]=[C:4]2[C:25](=[CH:26][CH:27]=1)[C:8]1[NH:9][C:10]([C@@H:12]3[CH2:17][C@@H:16]4[C@@H:14]([CH2:15]4)[N:13]3[C:18]([O:20][C:21]([CH3:24])([CH3:23])[CH3:22])=[O:19])=[N:11][C:7]=1[CH:6]=[CH:5]2.[CH3:28][C:29]1([CH3:45])[C:33]([CH3:35])([CH3:34])[O:32][B:31]([B:31]2[O:32][C:33]([CH3:35])([CH3:34])[C:29]([CH3:45])([CH3:28])[O:30]2)[O:30]1.CC([O-])=O.[K+]. Product: [CH3:28][C:29]1([CH3:45])[C:33]([CH3:35])([CH3:34])[O:32][B:31]([C:2]2[CH:3]=[C:4]3[C:25](=[CH:26][CH:27]=2)[C:8]2[NH:9][C:10]([C@@H:12]4[CH2:17][C@@H:16]5[C@@H:14]([CH2:15]5)[N:13]4[C:18]([O:20][C:21]([CH3:24])([CH3:23])[CH3:22])=[O:19])=[N:11][C:7]=2[CH:6]=[CH:5]3)[O:30]1. The catalyst class is: 75. (4) Reactant: Cl[C:2]1[N:10]=[C:9]2[C:5]([N:6]=[C:7]([CH2:12][N:13]3[CH2:18][CH2:17][CH:16]([C:19]([OH:22])([CH3:21])[CH3:20])[CH2:15][CH2:14]3)[N:8]2[CH3:11])=[C:4]([N:23]2[CH2:28][CH2:27][O:26][CH2:25][C@@H:24]2[CH3:29])[N:3]=1.[CH2:30]([C:32]1[NH:33][C:34]2[CH:40]=[CH:39][CH:38]=[CH:37][C:35]=2[N:36]=1)[CH3:31].CC(C1C=C(C(C)C)C(C2C=CC=CC=2P(C2CCCCC2)C2CCCCC2)=C(C(C)C)C=1)C.C([O-])([O-])=O.[Cs+].[Cs+]. Product: [CH2:30]([C:32]1[N:33]([C:2]2[N:10]=[C:9]3[C:5]([N:6]=[C:7]([CH2:12][N:13]4[CH2:18][CH2:17][CH:16]([C:19]([OH:22])([CH3:21])[CH3:20])[CH2:15][CH2:14]4)[N:8]3[CH3:11])=[C:4]([N:23]3[CH2:28][CH2:27][O:26][CH2:25][C@@H:24]3[CH3:29])[N:3]=2)[C:34]2[CH:40]=[CH:39][CH:38]=[CH:37][C:35]=2[N:36]=1)[CH3:31]. The catalyst class is: 533. (5) Reactant: [NH2:1][CH2:2][CH2:3][N:4]([CH:9]([C:13]1[N:22]([CH2:23][C:24]2[CH:29]=[CH:28][CH:27]=[CH:26][CH:25]=2)[C:21](=[O:30])[C:20]2[C:15](=[CH:16][C:17]([Cl:31])=[CH:18][CH:19]=2)[N:14]=1)[CH:10]([CH3:12])[CH3:11])[C:5](=[O:8])[CH:6]=[CH2:7].C(OC(=O)NCCN(C(=O)C=C)C(C1N(CC2C=CC=CC=2)C(=O)C2C(=CC(Cl)=CC=2)N=1)C(C)C)(C)(C)C.C(O)(C(F)(F)F)=O. Product: [CH2:23]([N:22]1[C:21](=[O:30])[C:20]2[C:15](=[CH:16][C:17]([Cl:31])=[CH:18][CH:19]=2)[N:14]=[C:13]1[CH:9]([N:4]1[C:5](=[O:8])[CH2:6][CH2:7][NH:1][CH2:2][CH2:3]1)[CH:10]([CH3:12])[CH3:11])[C:24]1[CH:25]=[CH:26][CH:27]=[CH:28][CH:29]=1. The catalyst class is: 2. (6) Reactant: CN(C(O[N:9]1[N:17]=N[C:11]2[CH:12]=[CH:13][CH:14]=[N:15][C:10]1=2)=[N+](C)C)C.[F:18][P-](F)(F)(F)(F)F.[Si:25]([O:32][CH2:33][CH2:34][CH:35]([CH2:39][N:40]1[CH:44]=[C:43]([Cl:45])[CH:42]=[N:41]1)[C:36]([OH:38])=O)([C:28]([CH3:31])([CH3:30])[CH3:29])([CH3:27])[CH3:26].N(C1C=[C:52]([C:54]2C=CN=[C:56]([NH:60][C:61]3[N:62]([CH3:66])[N:63]=[CH:64][CH:65]=3)[N:55]=2)[CH:51]=[CH:50]N=1)N. Product: [Si:25]([O:32][CH2:33][CH2:34][CH:35]([CH2:39][N:40]1[CH:44]=[C:43]([Cl:45])[CH:42]=[N:41]1)[C:36]([NH:17][N:9]=[C:10]1[CH:11]=[C:12]([C:51]2[CH:52]=[CH:54][N:55]=[C:56]([NH:60][C:61]3[N:62]([CH3:66])[N:63]=[CH:64][CH:65]=3)[CH:50]=2)[CH:13]=[C:14]([F:18])[NH:15]1)=[O:38])([C:28]([CH3:29])([CH3:30])[CH3:31])([CH3:26])[CH3:27]. The catalyst class is: 3. (7) Reactant: [CH3:1][C:2]1[CH:9]=[CH:8][CH:7]=[C:6]([CH3:10])[C:3]=1[CH2:4][OH:5].N(C(OC(C)C)=O)=NC(OC(C)C)=O.O[C:26]1[CH:31]=[CH:30][CH:29]=[CH:28][C:27]=1[CH2:32][C:33]([O:35][CH2:36][CH3:37])=[O:34].C1(P(C2C=CC=CC=2)C2C=CC=CC=2)C=CC=CC=1. Product: [CH3:1][C:2]1[CH:9]=[CH:8][CH:7]=[C:6]([CH3:10])[C:3]=1[CH2:4][O:5][C:26]1[CH:31]=[CH:30][CH:29]=[CH:28][C:27]=1[CH2:32][C:33]([O:35][CH2:36][CH3:37])=[O:34]. The catalyst class is: 116. (8) Reactant: [C:1]([O:5][C:6]([N:8]([CH2:19][C:20]1[CH:28]=[CH:27][C:23]([C:24](O)=[O:25])=[CH:22][CH:21]=1)[C@H:9]1[CH2:14][CH2:13][C@H:12]([C:15]([CH3:18])([CH3:17])[CH3:16])[CH2:11][CH2:10]1)=[O:7])([CH3:4])([CH3:3])[CH3:2].O[N:30]1C2C=CC=CC=2N=N1.Cl.CN(CCCN=C=NCC)C.[CH3:51][O:52][C:53](=[O:57])[CH2:54][CH2:55]N.C(N(C(C)C)CC)(C)C. Product: [C:1]([O:5][C:6]([N:8]([CH2:19][C:20]1[CH:28]=[CH:27][C:23]([C:24]([NH:30][CH:54]([CH3:55])[C:53]([O:52][CH3:51])=[O:57])=[O:25])=[CH:22][CH:21]=1)[C@H:9]1[CH2:14][CH2:13][C@H:12]([C:15]([CH3:18])([CH3:17])[CH3:16])[CH2:11][CH2:10]1)=[O:7])([CH3:4])([CH3:3])[CH3:2]. The catalyst class is: 3. (9) Reactant: C([O-])(=O)C.[NH4+:5].[CH2:6]=O.CO[C:10](=[O:23])[CH2:11][CH2:12][CH:13]([N+:20]([O-:22])=[O:21])[C:14]1[CH:19]=[CH:18][CH:17]=[CH:16][CH:15]=1. Product: [N+:20]([C:13]1([C:14]2[CH:15]=[CH:16][CH:17]=[CH:18][CH:19]=2)[CH2:6][NH:5][C:10](=[O:23])[CH2:11][CH2:12]1)([O-:22])=[O:21]. The catalyst class is: 8. (10) Reactant: [CH3:1][C:2]([CH3:4])=O.C(O[K])(C)(C)C.[N+:11]([C:14]1[CH:15]=[C:16]([CH:18]=[CH:19][CH:20]=1)[NH2:17])([O-:13])=[O:12]. Product: [CH3:1][C:2]1[NH:17][C:16]2[C:15]([CH:4]=1)=[C:14]([N+:11]([O-:13])=[O:12])[CH:20]=[CH:19][CH:18]=2. The catalyst class is: 148.